From a dataset of Full USPTO retrosynthesis dataset with 1.9M reactions from patents (1976-2016). Predict the reactants needed to synthesize the given product. (1) Given the product [F:8][C:9]1[CH:10]=[CH:11][C:12]([C:13]2[C:14]3[CH2:22][C:21]4[C:16](=[C:17]([CH3:23])[CH:18]=[CH:19][CH:20]=4)[C:15]=3[N:6]=[C:5]([NH2:7])[N:4]=2)=[CH:25][CH:26]=1, predict the reactants needed to synthesize it. The reactants are: [OH-].[Na+].Cl.[NH2:4][C:5]([NH2:7])=[NH:6].[F:8][C:9]1[CH:26]=[CH:25][C:12]([CH:13]=[C:14]2[CH2:22][C:21]3[C:16](=[C:17]([CH3:23])[CH:18]=[CH:19][CH:20]=3)[C:15]2=O)=[CH:11][CH:10]=1. (2) Given the product [Cl:1][C:2]1[CH:3]=[C:4]([C:9]2([C:14]([O:16][CH3:17])=[O:15])[CH2:11][CH:10]2[CH2:12][NH:19][CH3:18])[CH:5]=[CH:6][C:7]=1[Cl:8], predict the reactants needed to synthesize it. The reactants are: [Cl:1][C:2]1[CH:3]=[C:4]([C:9]2([C:14]([O:16][CH3:17])=[O:15])[CH2:11][CH:10]2[CH:12]=O)[CH:5]=[CH:6][C:7]=1[Cl:8].[CH3:18][NH2:19].[BH4-].[Na+]. (3) Given the product [C:5]([C:17]1[N:16]=[CH:15][N:12]2[CH:13]=[CH:14][S:10][C:11]=12)(=[O:8])[CH2:6][CH3:7], predict the reactants needed to synthesize it. The reactants are: [Cl-].[Al+3].[Cl-].[Cl-].[C:5](Cl)(=[O:8])[CH2:6][CH3:7].[S:10]1[CH:14]=[CH:13][N:12]2[CH:15]=[N:16][CH:17]=[C:11]12.C(=O)([O-])[O-].[Na+].[Na+].S([O-])([O-])(=O)=O.[Na+].[Na+]. (4) Given the product [NH2:20][C:17]1[S:16][C:15](/[CH:14]=[C:11](/[C:5]2[CH:6]=[CH:7][C:8]([O:9][CH3:10])=[C:3]([O:2][CH3:1])[CH:4]=2)\[C:12]#[N:13])=[CH:19][CH:18]=1, predict the reactants needed to synthesize it. The reactants are: [CH3:1][O:2][C:3]1[CH:4]=[C:5](/[C:11](=[CH:14]/[C:15]2[S:16][C:17]([N+:20]([O-])=O)=[CH:18][CH:19]=2)/[C:12]#[N:13])[CH:6]=[CH:7][C:8]=1[O:9][CH3:10].O.O.[Cl-].[Ca+2].[Cl-]. (5) Given the product [O:25]1[C:29]2[CH:30]=[CH:31][C:32]([CH2:34][N:14]3[C:15]4[CH2:16][CH2:17][NH:8][CH2:9][CH2:10][C:11]=4[C:12]([C:18]4[CH:19]=[CH:20][C:21]([Cl:24])=[CH:22][CH:23]=4)=[N:13]3)=[CH:33][C:28]=2[O:27][CH2:26]1, predict the reactants needed to synthesize it. The reactants are: C(OC([N:8]1[CH2:17][CH2:16][C:15]2[NH:14][N:13]=[C:12]([C:18]3[CH:23]=[CH:22][C:21]([Cl:24])=[CH:20][CH:19]=3)[C:11]=2[CH2:10][CH2:9]1)=O)(C)(C)C.[O:25]1[C:29]2[CH:30]=[CH:31][C:32]([CH2:34]Cl)=[CH:33][C:28]=2[O:27][CH2:26]1.C(OC(N1CCC2C(=C(C3C=CC(Cl)=CC=3)N(CC3C=CC4OCOC=4C=3)N=2)CC1)=O)(C)(C)C. (6) The reactants are: [CH:1]1([O:6]C(N2CCCC(N(C(=O)C)CC3C=C(C(F)(F)F)C=C(C(F)(F)F)C=3)C3C=C(C)C(OC(F)(F)F)=CC2=3)=O)C[CH2:4][CH2:3][CH2:2]1.[CH2:45]1[C:53]2[C:48](=[CH:49][C:50]([NH2:54])=[CH:51][CH:52]=2)[CH2:47][O:46]1.[C:63](O[C:63]([O:65][C:66]([CH3:69])([CH3:68])[CH3:67])=[O:64])([O:65][C:66]([CH3:69])([CH3:68])[CH3:67])=[O:64]. Given the product [C:66]([O:65][C:63]([N:54]1[C:50]2[C:51](=[CH:52][C:53]3[CH2:45][O:46][CH2:47][C:48]=3[CH:49]=2)[C:1](=[O:6])[CH2:2][CH2:3][CH2:4]1)=[O:64])([CH3:67])([CH3:68])[CH3:69], predict the reactants needed to synthesize it.